Dataset: Catalyst prediction with 721,799 reactions and 888 catalyst types from USPTO. Task: Predict which catalyst facilitates the given reaction. (1) Reactant: [C:1]([O:5][C:6]([N:8]1[CH2:13][CH2:12][N:11]2[C:14]([C:19]3[CH:24]=[CH:23][CH:22]=[CH:21][CH:20]=3)=[C:15]([C:17]#[N:18])[CH:16]=[C:10]2[CH2:9]1)=[O:7])([CH3:4])([CH3:3])[CH3:2].[I:25]NC(=O)CCC(N)=O.O.C(OCC)(=O)C. Product: [C:1]([O:5][C:6]([N:8]1[CH2:13][CH2:12][N:11]2[C:14]([C:19]3[CH:24]=[CH:23][CH:22]=[CH:21][CH:20]=3)=[C:15]([C:17]#[N:18])[C:16]([I:25])=[C:10]2[CH2:9]1)=[O:7])([CH3:4])([CH3:2])[CH3:3]. The catalyst class is: 9. (2) Reactant: Cl[C:2]1[N:7]=[C:6]([NH:8][CH2:9][CH2:10][NH:11][C:12]2[CH:17]=[CH:16][C:15]([C:18]#[N:19])=[CH:14][N:13]=2)[N:5]2[CH:20]=[C:21]([C:23]([O:25]CC)=[O:24])[N:22]=[C:4]2[CH:3]=1.[Cl:28][C:29]1[CH:34]=[C:33]([Cl:35])[CH:32]=[CH:31][C:30]=1B(O)O.C(=O)([O-])[O-].[K+].[K+].COCCOC. Product: [C:18]([C:15]1[CH:16]=[CH:17][C:12]([NH:11][CH2:10][CH2:9][NH:8][C:6]2[N:5]3[CH:20]=[C:21]([C:23]([OH:25])=[O:24])[N:22]=[C:4]3[CH:3]=[C:2]([C:32]3[CH:31]=[CH:30][C:29]([Cl:28])=[CH:34][C:33]=3[Cl:35])[N:7]=2)=[N:13][CH:14]=1)#[N:19]. The catalyst class is: 103. (3) Reactant: CO[O:3][P:4]([O:9][CH2:10][CH2:11][O:12][C:13]([N:15]1[C:23]2[C:18](=[CH:19][CH:20]=[CH:21][CH:22]=2)/[C:17](=[CH:24]/[C:25]2[NH:26][C:27]([CH3:31])=[CH:28][C:29]=2[CH3:30])/[C:16]1=[O:32])=[O:14])([O:6]OC)=[O:5].Br[Si](C)(C)C. Product: [P:4]([O:9][CH2:10][CH2:11][O:12][C:13]([N:15]1[C:23]2[C:18](=[CH:19][CH:20]=[CH:21][CH:22]=2)/[C:17](=[CH:24]/[C:25]2[NH:26][C:27]([CH3:31])=[CH:28][C:29]=2[CH3:30])/[C:16]1=[O:32])=[O:14])([OH:6])([OH:5])=[O:3]. The catalyst class is: 10. (4) Reactant: [Br:1][C:2]1[CH:3]=[N:4][C:5]([C:8](=[O:10])[CH3:9])=[N:6][CH:7]=1.[CH3:11][Mg+].[Br-]. Product: [Br:1][C:2]1[CH:3]=[N:4][C:5]([C:8]([OH:10])([CH3:11])[CH3:9])=[N:6][CH:7]=1. The catalyst class is: 1. (5) Reactant: [OH:1][CH2:2][C:3]1[CH:8]=[C:7]([O:9][CH2:10][CH2:11][NH:12][CH2:13][CH2:14][CH2:15][C:16]([O:18][CH2:19][CH3:20])=[O:17])[CH:6]=[C:5]([CH2:21][OH:22])[N:4]=1.I[CH2:24][CH2:25][O:26][CH2:27][CH2:28][O:29][CH2:30][CH2:31][O:32][CH3:33].C(N(C(C)C)CC)(C)C. Product: [OH:22][CH2:21][C:5]1[CH:6]=[C:7]([O:9][CH2:10][CH2:11][N:12]([CH2:24][CH2:25][O:26][CH2:27][CH2:28][O:29][CH2:30][CH2:31][O:32][CH3:33])[CH2:13][CH2:14][CH2:15][C:16]([O:18][CH2:19][CH3:20])=[O:17])[CH:8]=[C:3]([CH2:2][OH:1])[N:4]=1. The catalyst class is: 10.